This data is from Full USPTO retrosynthesis dataset with 1.9M reactions from patents (1976-2016). The task is: Predict the reactants needed to synthesize the given product. (1) Given the product [CH:13]([N:9]1[C:5]2=[N:6][C:7]([CH3:8])=[C:2]([C:22]3[C:23]([O:25][CH3:26])=[N:24][C:19]([CH:16]([CH3:18])[CH3:17])=[CH:20][CH:21]=3)[N:3]=[C:4]2[C:11]([CH3:12])=[N:10]1)([CH3:15])[CH3:14], predict the reactants needed to synthesize it. The reactants are: Br[C:2]1[N:3]=[C:4]2[C:11]([CH3:12])=[N:10][N:9]([CH:13]([CH3:15])[CH3:14])[C:5]2=[N:6][C:7]=1[CH3:8].[CH:16]([C:19]1[N:24]=[C:23]([O:25][CH3:26])[C:22](B(O)O)=[CH:21][CH:20]=1)([CH3:18])[CH3:17]. (2) The reactants are: [NH2:1][NH2:2].[N+:3]([O-:6])([O-:5])=[O:4].[NH4+].N. Given the product [N+:3]([O-:6])([OH:5])=[O:4].[NH2:1][NH2:2].[N+:3]([O-:6])([O-:5])=[O:4].[NH4+:3], predict the reactants needed to synthesize it. (3) Given the product [Br:19][C:16]1[CH:17]=[CH:18][C:13]([N:10]2[CH2:11][CH2:12][C@@H:8]([NH:7][C:6](=[O:5])[CH:23]([F:25])[F:24])[CH2:9]2)=[N:14][CH:15]=1, predict the reactants needed to synthesize it. The reactants are: C([O:5][C:6](=O)[NH:7][C@@H:8]1[CH2:12][CH2:11][N:10]([C:13]2[CH:18]=[CH:17][C:16]([Br:19])=[CH:15][N:14]=2)[CH2:9]1)(C)(C)C.C(O)([C:23](F)([F:25])[F:24])=O.FC(F)C(O)=O.CCN=C=NCCCN(C)C.C1C=CC2N(O)N=NC=2C=1.CCN(CC)CC. (4) Given the product [CH3:1][C:2]1[CH:7]=[C:6]([N:8]2[CH2:12][CH2:11][CH:10]([N:13]3[CH2:17][CH2:16][CH2:15][CH:14]3[CH3:18])[CH2:9]2)[CH:5]=[CH:4][C:3]=1[NH:19][C:29]([C:27]1[CH:26]=[CH:25][C:24]2[O:20][CH2:21][CH2:22][C:23]=2[CH:28]=1)=[O:30], predict the reactants needed to synthesize it. The reactants are: [CH3:1][C:2]1[CH:7]=[C:6]([N:8]2[CH2:12][CH2:11][CH:10]([N:13]3[CH2:17][CH2:16][CH2:15][CH:14]3[CH3:18])[CH2:9]2)[CH:5]=[CH:4][C:3]=1[NH2:19].[O:20]1[C:24]2[CH:25]=[CH:26][C:27]([C:29](O)=[O:30])=[CH:28][C:23]=2[CH2:22][CH2:21]1. (5) Given the product [Cl:1][C:2]1[CH:3]=[C:4]([C:12]2[CH:13]=[C:14]([C:32]([O:34][CH3:35])=[O:33])[C:15]3[NH:16][C:17]4[CH:18]=[C:19]([CH2:25][N:26]5[CH2:27][CH2:28][O:29][CH2:30][CH2:31]5)[CH:20]=[CH:21][C:22]=4[C:23]=3[N:24]=2)[CH:5]=[CH:6][CH:7]=1, predict the reactants needed to synthesize it. The reactants are: [Cl:1][C:2]1[CH:3]=[C:4](B(O)O)[CH:5]=[CH:6][CH:7]=1.Br[C:12]1[CH:13]=[C:14]([C:32]([O:34][CH3:35])=[O:33])[C:15]2[NH:16][C:17]3[CH:18]=[C:19]([CH2:25][N:26]4[CH2:31][CH2:30][O:29][CH2:28][CH2:27]4)[CH:20]=[CH:21][C:22]=3[C:23]=2[N:24]=1.[O-]P([O-])([O-])=O.[K+].[K+].[K+].C1(P(C2CCCCC2)C2C=CC=CC=2C2C(OC)=CC=CC=2OC)CCCCC1. (6) Given the product [C:1]1([CH:7]2[CH2:8][NH:9][C:21](=[O:23])[NH:10]2)[CH:6]=[CH:5][CH:4]=[CH:3][CH:2]=1, predict the reactants needed to synthesize it. The reactants are: [C:1]1([CH:7]([NH2:10])[CH2:8][NH2:9])[CH:6]=[CH:5][CH:4]=[CH:3][CH:2]=1.CCN(C(C)C)C(C)C.Cl[C:21](Cl)([O:23]C(=O)OC(Cl)(Cl)Cl)Cl. (7) Given the product [F:17][C:4]1[CH:3]=[C:2]([N:29]2[CH2:30][C:27]3([CH2:24][O:25][CH2:26]3)[CH2:28]2)[C:10]2[N:9]3[CH2:11][CH2:12][NH:13][C:14](=[O:15])[C:8]3=[C:7]([CH3:16])[C:6]=2[CH:5]=1, predict the reactants needed to synthesize it. The reactants are: Br[C:2]1[C:10]2[N:9]3[CH2:11][CH2:12][NH:13][C:14](=[O:15])[C:8]3=[C:7]([CH3:16])[C:6]=2[CH:5]=[C:4]([F:17])[CH:3]=1.C(O)(=O)C(O)=O.[CH2:24]1[C:27]2([CH2:30][NH:29][CH2:28]2)[CH2:26][O:25]1.